From a dataset of NCI-60 drug combinations with 297,098 pairs across 59 cell lines. Regression. Given two drug SMILES strings and cell line genomic features, predict the synergy score measuring deviation from expected non-interaction effect. Drug 1: CC1=C(N=C(N=C1N)C(CC(=O)N)NCC(C(=O)N)N)C(=O)NC(C(C2=CN=CN2)OC3C(C(C(C(O3)CO)O)O)OC4C(C(C(C(O4)CO)O)OC(=O)N)O)C(=O)NC(C)C(C(C)C(=O)NC(C(C)O)C(=O)NCCC5=NC(=CS5)C6=NC(=CS6)C(=O)NCCC[S+](C)C)O. Drug 2: CN(CC1=CN=C2C(=N1)C(=NC(=N2)N)N)C3=CC=C(C=C3)C(=O)NC(CCC(=O)O)C(=O)O. Cell line: SK-MEL-5. Synergy scores: CSS=23.8, Synergy_ZIP=-6.93, Synergy_Bliss=-6.81, Synergy_Loewe=-8.15, Synergy_HSA=-6.84.